Dataset: Reaction yield outcomes from USPTO patents with 853,638 reactions. Task: Predict the reaction yield, written as a fraction of the theoretical maximum amount of product (1.0 means a 100% yield; for example, 0.34 means a 34% yield). The reactants are [Br:1][C:2]1[CH2:7][CH2:6][C:5]([CH3:9])([CH3:8])[CH2:4][C:3]=1[CH:10]=O.C(O)(=O)C.[C:16]([O:20][C:21]([N:23]1[CH2:28][CH2:27][NH:26][CH2:25][CH2:24]1)=[O:22])([CH3:19])([CH3:18])[CH3:17].C(O[BH-](OC(=O)C)OC(=O)C)(=O)C.[Na+].[OH-].[Na+]. The catalyst is ClCCl. The product is [C:16]([O:20][C:21]([N:23]1[CH2:28][CH2:27][N:26]([CH2:10][C:3]2[CH2:4][C:5]([CH3:8])([CH3:9])[CH2:6][CH2:7][C:2]=2[Br:1])[CH2:25][CH2:24]1)=[O:22])([CH3:19])([CH3:17])[CH3:18]. The yield is 0.730.